This data is from Full USPTO retrosynthesis dataset with 1.9M reactions from patents (1976-2016). The task is: Predict the reactants needed to synthesize the given product. (1) Given the product [CH2:30]([N:19]([C:20]([O:22][CH2:23][C:24]1[CH:25]=[CH:26][CH:27]=[CH:28][CH:29]=1)=[O:21])[C:16]1[C:15](=[O:37])[N:14]2[C@H:10]([C:8]([N:1]([C:51]([O:50][C:47]([CH3:49])([CH3:48])[CH3:46])=[O:52])[C:2]3[CH:7]=[CH:6][CH:5]=[CH:4][CH:3]=3)=[O:9])[CH2:11][C@H:12]([CH2:38][C:39]([O:41][C:42]([CH3:45])([CH3:44])[CH3:43])=[O:40])[C:13]2=[N:18][CH:17]=1)[C:31]1[CH:36]=[CH:35][CH:34]=[CH:33][CH:32]=1, predict the reactants needed to synthesize it. The reactants are: [NH:1]([C:8]([C@H:10]1[N:14]2[C:15](=[O:37])[C:16]([N:19]([CH2:30][C:31]3[CH:36]=[CH:35][CH:34]=[CH:33][CH:32]=3)[C:20]([O:22][CH2:23][C:24]3[CH:29]=[CH:28][CH:27]=[CH:26][CH:25]=3)=[O:21])=[CH:17][N:18]=[C:13]2[C@@H:12]([CH2:38][C:39]([O:41][C:42]([CH3:45])([CH3:44])[CH3:43])=[O:40])[CH2:11]1)=[O:9])[C:2]1[CH:7]=[CH:6][CH:5]=[CH:4][CH:3]=1.[CH3:46][C:47]([O:50][C:51](O[C:51]([O:50][C:47]([CH3:49])([CH3:48])[CH3:46])=[O:52])=[O:52])([CH3:49])[CH3:48]. (2) Given the product [Br:1][C:2]1[CH:3]=[C:4]([CH3:29])[C:5]([N:8]2[CH2:13][CH2:12][N:11]([C:14]3[CH:19]=[C:18]([C:20]4[CH:25]=[CH:24][C:23]([F:26])=[CH:22][CH:21]=4)[N:17]=[C:16]([N:33]4[CH2:34][CH2:35][CH2:36][C@H:32]4[CH3:31])[N:15]=3)[C@H:10]([CH3:28])[CH2:9]2)=[N:6][CH:7]=1, predict the reactants needed to synthesize it. The reactants are: [Br:1][C:2]1[CH:3]=[C:4]([CH3:29])[C:5]([N:8]2[CH2:13][CH2:12][N:11]([C:14]3[CH:19]=[C:18]([C:20]4[CH:25]=[CH:24][C:23]([F:26])=[CH:22][CH:21]=4)[N:17]=[C:16](Cl)[N:15]=3)[C@H:10]([CH3:28])[CH2:9]2)=[N:6][CH:7]=1.Br.[CH3:31][C@@H:32]1[CH2:36][CH2:35][CH2:34][NH:33]1.C([O-])([O-])=O.[K+].[K+]. (3) Given the product [CH2:1]([O:3][C:4](=[O:28])[CH:5]([C:6]1[NH:7][C:8]2[C:13]([C:14]=1[S:15][C:16]([CH3:19])([CH3:18])[CH3:17])=[CH:12][C:11]([CH2:20][CH2:21][C:22]1[CH:27]=[CH:26][CH:25]=[CH:24][N:23]=1)=[CH:10][CH:9]=2)[CH2:30][C:31]1[CH:32]=[CH:33][C:34]([C:37]2[CH:42]=[CH:41][C:40]([C:43]([F:46])([F:44])[F:45])=[CH:39][N:38]=2)=[CH:35][CH:36]=1)[CH3:2], predict the reactants needed to synthesize it. The reactants are: [CH2:1]([O:3][C:4](=[O:28])[CH2:5][C:6]1[NH:7][C:8]2[C:13]([C:14]=1[S:15][C:16]([CH3:19])([CH3:18])[CH3:17])=[CH:12][C:11]([CH2:20][CH2:21][C:22]1[CH:27]=[CH:26][CH:25]=[CH:24][N:23]=1)=[CH:10][CH:9]=2)[CH3:2].Br[CH2:30][C:31]1[CH:36]=[CH:35][C:34]([C:37]2[CH:42]=[CH:41][C:40]([C:43]([F:46])([F:45])[F:44])=[CH:39][N:38]=2)=[CH:33][CH:32]=1. (4) Given the product [C:12]([O:16][C:17]([N:19]1[CH2:24][CH2:23][N:22]([C:25]2[CH:26]=[CH:27][C:28]([NH:31][C:4]3[C:5]4[N:6]([CH:8]=[CH:9][N:10]=4)[CH:7]=[C:2]([Br:1])[N:3]=3)=[CH:29][CH:30]=2)[CH2:21][CH2:20]1)=[O:18])([CH3:15])([CH3:13])[CH3:14], predict the reactants needed to synthesize it. The reactants are: [Br:1][C:2]1[N:3]=[C:4](Br)[C:5]2[N:6]([CH:8]=[CH:9][N:10]=2)[CH:7]=1.[C:12]([O:16][C:17]([N:19]1[CH2:24][CH2:23][N:22]([C:25]2[CH:30]=[CH:29][C:28]([NH2:31])=[CH:27][CH:26]=2)[CH2:21][CH2:20]1)=[O:18])([CH3:15])([CH3:14])[CH3:13].C(=O)([O-])[O-].[K+].[K+].C(#N)C.